Dataset: Reaction yield outcomes from USPTO patents with 853,638 reactions. Task: Predict the reaction yield, written as a fraction of the theoretical maximum amount of product (1.0 means a 100% yield; for example, 0.34 means a 34% yield). The reactants are [F:1][C:2]1[CH:7]=[C:6]([N:8]2[CH2:13][CH2:12][O:11][CH2:10][CH2:9]2)[CH:5]=[C:4]([F:14])[C:3]=1[NH2:15].[CH:16]1([CH2:21][C:22](Cl)=[O:23])[CH2:20][CH2:19][CH2:18][CH2:17]1. The catalyst is C(#N)C. The product is [CH:16]1([CH2:21][C:22]([NH:15][C:3]2[C:2]([F:1])=[CH:7][C:6]([N:8]3[CH2:9][CH2:10][O:11][CH2:12][CH2:13]3)=[CH:5][C:4]=2[F:14])=[O:23])[CH2:20][CH2:19][CH2:18][CH2:17]1. The yield is 0.750.